Dataset: Forward reaction prediction with 1.9M reactions from USPTO patents (1976-2016). Task: Predict the product of the given reaction. (1) Given the reactants [CH3:1][N:2]1[C:15]2[C:10](=[CH:11][CH:12]=[CH:13][CH:14]=2)[C:4]2([CH2:9][CH2:8][NH:7][CH2:6][CH2:5]2)[CH2:3]1.Br[CH2:17][C:18]1[CH:41]=[CH:40][C:21]([CH2:22][O:23][C:24]2[CH:29]=[CH:28][C:27]([C@@H:30]([C:37]#[C:38][CH3:39])[CH2:31][C:32]([O:34][CH2:35][CH3:36])=[O:33])=[CH:26][CH:25]=2)=[CH:20][CH:19]=1.C([O-])([O-])=O.[Cs+].[Cs+], predict the reaction product. The product is: [CH3:1][N:2]1[C:15]2[C:10](=[CH:11][CH:12]=[CH:13][CH:14]=2)[C:4]2([CH2:5][CH2:6][N:7]([CH2:17][C:18]3[CH:19]=[CH:20][C:21]([CH2:22][O:23][C:24]4[CH:29]=[CH:28][C:27]([C@@H:30]([C:37]#[C:38][CH3:39])[CH2:31][C:32]([O:34][CH2:35][CH3:36])=[O:33])=[CH:26][CH:25]=4)=[CH:40][CH:41]=3)[CH2:8][CH2:9]2)[CH2:3]1. (2) Given the reactants FC(F)(F)C(O)=O.[NH2:8][CH2:9][CH2:10][C:11]1[N:16]=[C:15]([C:17]2[S:18][C:19]3[CH:27]=[CH:26][CH:25]=[CH:24][C:20]=3[C:21](=[O:23])[N:22]=2)[CH:14]=[CH:13][CH:12]=1.C(=O)([O-])[O-].[K+].[K+].[C:34]1([N:40]=[C:41]=[O:42])[CH:39]=[CH:38][CH:37]=[CH:36][CH:35]=1, predict the reaction product. The product is: [O:23]=[C:21]1[C:20]2[CH:24]=[CH:25][CH:26]=[CH:27][C:19]=2[S:18][C:17]([C:15]2[N:16]=[C:11]([CH2:10][CH2:9][NH:8][C:41]([NH:40][C:34]3[CH:39]=[CH:38][CH:37]=[CH:36][CH:35]=3)=[O:42])[CH:12]=[CH:13][CH:14]=2)=[N:22]1. (3) Given the reactants [C:1]([C:3]1[CH:8]=[CH:7][N:6]=[CH:5][CH:4]=1)#[N:2].O.[NH2:10][NH2:11].[C:12]([C:14]1C(=O)C(Cl)=[C:18](Cl)[C:16](=O)[C:15]=1[C:24]#[N:25])#[N:13].C(=O)([O-])O.[Na+], predict the reaction product. The product is: [N:6]1[CH:7]=[CH:8][C:3]([C:1]2[N:10]=[N:11][C:24]([C:15]3[CH:14]=[CH:12][N:13]=[CH:18][CH:16]=3)=[N:25][N:2]=2)=[CH:4][CH:5]=1. (4) Given the reactants [CH2:1](Br)[C:2]1[CH:7]=[CH:6][CH:5]=[CH:4][CH:3]=1.[CH2:9]([C:11]1[CH:12]=[C:13]([OH:17])[CH:14]=[CH:15][CH:16]=1)[CH3:10].C([O-])([O-])=[O:19].[K+].[K+].Cl, predict the reaction product. The product is: [CH2:9]([C:11]1[C:12]([O:19][CH2:1][C:2]2[CH:7]=[CH:6][CH:5]=[CH:4][CH:3]=2)=[C:13]([OH:17])[CH:14]=[CH:15][CH:16]=1)[CH3:10]. (5) Given the reactants [CH3:1][C:2]([CH3:14])([O:5][C:6]1[CH:11]=[CH:10][C:9]([O:12][CH3:13])=[CH:8][CH:7]=1)[CH:3]=[CH2:4], predict the reaction product. The product is: [CH3:13][O:12][C:9]1[CH:10]=[CH:11][C:6]2[O:5][C:2]([CH3:14])([CH3:1])[CH:3]=[CH:4][C:7]=2[CH:8]=1. (6) The product is: [C:1]([NH:5][C:6]([C:8]1[S:25][C:11]2[N:12]=[C:13]([S:23][CH3:24])[N:14]=[C:15]([C:16]3[CH:21]=[CH:20][CH:19]=[C:18]([NH:22][C:28]([O:30][CH2:31][CH:32]=[CH2:33])=[O:29])[CH:17]=3)[C:10]=2[C:9]=1[NH2:26])=[O:7])([CH3:4])([CH3:2])[CH3:3]. Given the reactants [C:1]([NH:5][C:6]([C:8]1[S:25][C:11]2[N:12]=[C:13]([S:23][CH3:24])[N:14]=[C:15]([C:16]3[CH:21]=[CH:20][CH:19]=[C:18]([NH2:22])[CH:17]=3)[C:10]=2[C:9]=1[NH2:26])=[O:7])([CH3:4])([CH3:3])[CH3:2].Cl[C:28]([O:30][CH2:31][CH:32]=[CH2:33])=[O:29], predict the reaction product. (7) Given the reactants [N+:1]([C:4]1[CH:17]=[CH:16][C:7]([CH:8]=[C:9]2[S:13][C:12](=[O:14])[NH:11][C:10]2=[O:15])=[CH:6][CH:5]=1)([O-:3])=[O:2].[CH3:18]N(C)C=O.[H-].[Na+].IC, predict the reaction product. The product is: [CH3:18][N:11]1[C:10](=[O:15])[C:9](=[CH:8][C:7]2[CH:16]=[CH:17][C:4]([N+:1]([O-:3])=[O:2])=[CH:5][CH:6]=2)[S:13][C:12]1=[O:14].